The task is: Predict the reaction yield, written as a fraction of the theoretical maximum amount of product (1.0 means a 100% yield; for example, 0.34 means a 34% yield).. This data is from Reaction yield outcomes from USPTO patents with 853,638 reactions. The reactants are [F:1][C:2]1[CH:7]=[CH:6][C:5]([C:8]2[O:12][N:11]=[CH:10][C:9]=2[C:13](OC)=[O:14])=[CH:4][CH:3]=1.[H-].C([Al+]CC(C)C)C(C)C.Cl. The catalyst is O1CCCC1. The product is [F:1][C:2]1[CH:3]=[CH:4][C:5]([C:8]2[O:12][N:11]=[CH:10][C:9]=2[CH2:13][OH:14])=[CH:6][CH:7]=1. The yield is 0.900.